Task: Predict the product of the given reaction.. Dataset: Forward reaction prediction with 1.9M reactions from USPTO patents (1976-2016) (1) Given the reactants [F:1][C:2]1[CH:3]=[N:4][C:5]2[CH:6]=[CH:7][C:8](=[O:32])[N:9]3[C@H:14]([CH2:15][N:16]4[CH2:21][CH2:20][CH:19]([OH:22])[CH:18]([CH2:23][NH:24]C(=O)OC(C)(C)C)[CH2:17]4)[CH2:13][O:12][C:11]=1[C:10]=23.FC(F)(F)C(O)=O, predict the reaction product. The product is: [NH2:24][CH2:23][CH:18]1[CH:19]([OH:22])[CH2:20][CH2:21][N:16]([CH2:15][C@H:14]2[N:9]3[C:10]4[C:11](=[C:2]([F:1])[CH:3]=[N:4][C:5]=4[CH:6]=[CH:7][C:8]3=[O:32])[O:12][CH2:13]2)[CH2:17]1. (2) The product is: [Br:1][C:2]1[N:6]2[N:7]=[C:8]([O:11][CH3:12])[CH:9]=[CH:10][C:5]2=[N:4][C:3]=1[C:13]1[CH:14]=[CH:15][C:16]([CH3:20])=[C:17]([NH:18][C:29](=[O:30])[C:28]([CH3:33])([CH3:32])[CH3:27])[CH:19]=1. Given the reactants [Br:1][C:2]1[N:6]2[N:7]=[C:8]([O:11][CH3:12])[CH:9]=[CH:10][C:5]2=[N:4][C:3]=1[C:13]1[CH:14]=[CH:15][C:16]([CH3:20])=[C:17]([CH:19]=1)[NH2:18].N1C=CC=CC=1.[CH3:27][C:28]([CH3:33])([CH3:32])[C:29](Cl)=[O:30], predict the reaction product.